This data is from Reaction yield outcomes from USPTO patents with 853,638 reactions. The task is: Predict the reaction yield, written as a fraction of the theoretical maximum amount of product (1.0 means a 100% yield; for example, 0.34 means a 34% yield). (1) The reactants are [Cl:1][C:2]1[N:6]2[CH:7]=[C:8]([CH:15]([CH3:18])[CH2:16][CH3:17])[CH:9]=[C:10]([C:11]([F:14])([F:13])[F:12])[C:5]2=[N:4][C:3]=1[C:19](OC)=[O:20].[OH-].[Na+].C(Cl)(=O)C(Cl)=O.C(N(C(C)C)C(C)C)C.Cl.[NH:41]1[CH2:46][CH2:45][CH:44]([N:47]2[CH2:51][CH2:50][O:49][C:48]2=[O:52])[CH2:43][CH2:42]1. The catalyst is O1CCCC1.ClCCl.O. The product is [Cl:1][C:2]1[N:6]2[CH:7]=[C:8]([CH:15]([CH3:18])[CH2:16][CH3:17])[CH:9]=[C:10]([C:11]([F:13])([F:14])[F:12])[C:5]2=[N:4][C:3]=1[C:19]([N:41]1[CH2:42][CH2:43][CH:44]([N:47]2[CH2:51][CH2:50][O:49][C:48]2=[O:52])[CH2:45][CH2:46]1)=[O:20]. The yield is 0.720. (2) The reactants are [C:1]([O:12][CH:13]1[CH:18]([CH:19]([CH3:21])[CH3:20])[CH2:17][CH2:16][CH:15]([CH3:22])[CH2:14]1)(=[O:11])[C:2]1[C:3](=[CH:7][CH:8]=[CH:9][CH:10]=1)[C:4]([O-])=[O:5].C(Cl)(=O)C(Cl)=O.[BH4-].[Na+].OS([O-])(=O)=O.[K+]. No catalyst specified. The product is [OH:5][CH2:4][C:3]1[CH:7]=[CH:8][CH:9]=[CH:10][C:2]=1[C:1]([O:12][C@H:13]1[C@H:18]([CH:19]([CH3:21])[CH3:20])[CH2:17][CH2:16][C@@H:15]([CH3:22])[CH2:14]1)=[O:11]. The yield is 0.550. (3) The reactants are [C:1]([CH2:3][N:4]1[C:12]2[CH2:11][CH2:10][CH2:9][CH2:8][C:7]=2[CH:6]=[C:5]1[C:13]([O:15][CH2:16][CH3:17])=[O:14])#[N:2].Cl.C(OCC)(=O)C. The catalyst is [Pd].C(O)C. The product is [NH2:2][CH2:1][CH2:3][N:4]1[C:12]2[CH2:11][CH2:10][CH2:9][CH2:8][C:7]=2[CH:6]=[C:5]1[C:13]([O:15][CH2:16][CH3:17])=[O:14]. The yield is 0.710. (4) The reactants are [CH2:1]([N:3](CC)CC)C.[Cl:8][C:9]1[C:10]([CH2:23]O)=[CH:11][C:12]2[C:17]([CH:18]=1)=[CH:16][CH:15]=[CH:14][C:13]=2[CH2:19][N:20]([CH3:22])[CH3:21].CS(Cl)(=O)=O.[C-]#N.[K+]. The catalyst is C(Cl)Cl.O. The product is [Cl:8][C:9]1[C:10]([CH2:23][C:1]#[N:3])=[CH:11][C:12]2[C:17]([CH:18]=1)=[CH:16][CH:15]=[CH:14][C:13]=2[CH2:19][N:20]([CH3:22])[CH3:21]. The yield is 0.480.